Dataset: Forward reaction prediction with 1.9M reactions from USPTO patents (1976-2016). Task: Predict the product of the given reaction. (1) The product is: [NH2:1][C:2]1[C:11]2[CH:10]=[CH:9][C:8]([F:12])=[C:7]([C:28]3[C:23]([O:22][CH3:21])=[N:24][C:25]([O:32][CH3:33])=[CH:26][CH:27]=3)[C:6]=2[N:5]=[C:4]2[CH2:14][N:15]([CH:18]3[CH2:20][CH2:19]3)[C:16](=[O:17])[C:3]=12. Given the reactants [NH2:1][C:2]1[C:11]2[CH:10]=[CH:9][C:8]([F:12])=[C:7](I)[C:6]=2[N:5]=[C:4]2[CH2:14][N:15]([CH:18]3[CH2:20][CH2:19]3)[C:16](=[O:17])[C:3]=12.[CH3:21][O:22][C:23]1[C:28](B(O)O)=[CH:27][CH:26]=[C:25]([O:32][CH3:33])[N:24]=1, predict the reaction product. (2) Given the reactants [NH2:1][C:2]1[CH:3]=[C:4]([C:8]2([C:13]#[N:14])[CH2:12][CH2:11][CH2:10][CH2:9]2)[CH:5]=[CH:6][CH:7]=1.[CH3:15][O:16][C:17]1[CH:18]=[C:19]([CH:23]=[CH:24][C:25]=1[O:26][CH3:27])[C:20](Cl)=[O:21].C(N(CC)CC)C, predict the reaction product. The product is: [C:13]([C:8]1([C:4]2[CH:3]=[C:2]([NH:1][C:20](=[O:21])[C:19]3[CH:23]=[CH:24][C:25]([O:26][CH3:27])=[C:17]([O:16][CH3:15])[CH:18]=3)[CH:7]=[CH:6][CH:5]=2)[CH2:12][CH2:11][CH2:10][CH2:9]1)#[N:14]. (3) Given the reactants [F:1][C@@H:2]1[CH2:7][C@@H:6]([C:8]([O:10][CH3:11])=[O:9])[C@H:5]([C:12]2[N:13]=[C:14]([C:17]3[CH:18]=[N:19][CH:20]=[C:21]([F:23])[CH:22]=3)[S:15][CH:16]=2)[CH2:4][CH2:3]1.[Br:24]Br.[O-]S([O-])=O.[Na+].[Na+], predict the reaction product. The product is: [Br:24][C:16]1[S:15][C:14]([C:17]2[CH:18]=[N:19][CH:20]=[C:21]([F:23])[CH:22]=2)=[N:13][C:12]=1[C@@H:5]1[CH2:4][CH2:3][C@H:2]([F:1])[CH2:7][C@H:6]1[C:8]([O:10][CH3:11])=[O:9]. (4) The product is: [C:1]([O:4][CH2:5][CH:6]([C:7]1[CH:12]=[CH:11][C:10]([Br:13])=[CH:9][C:8]=1[F:14])[N:34]1[CH2:35][CH2:36][C:30]2([O:29][CH2:28][C:27](=[O:37])[N:26]([CH:23]3[CH2:24][CH2:25]3)[CH2:31]2)[CH2:32][CH2:33]1)(=[O:3])[CH3:2]. Given the reactants [C:1]([O:4][CH2:5][CH:6](Br)[C:7]1[CH:12]=[CH:11][C:10]([Br:13])=[CH:9][C:8]=1[F:14])(=[O:3])[CH3:2].C(=O)([O-])[O-].[K+].[K+].Cl.[CH:23]1([N:26]2[CH2:31][C:30]3([CH2:36][CH2:35][NH:34][CH2:33][CH2:32]3)[O:29][CH2:28][C:27]2=[O:37])[CH2:25][CH2:24]1, predict the reaction product.